This data is from NCI-60 drug combinations with 297,098 pairs across 59 cell lines. The task is: Regression. Given two drug SMILES strings and cell line genomic features, predict the synergy score measuring deviation from expected non-interaction effect. (1) Drug 1: CCC1(CC2CC(C3=C(CCN(C2)C1)C4=CC=CC=C4N3)(C5=C(C=C6C(=C5)C78CCN9C7C(C=CC9)(C(C(C8N6C=O)(C(=O)OC)O)OC(=O)C)CC)OC)C(=O)OC)O.OS(=O)(=O)O. Drug 2: CC(C)CN1C=NC2=C1C3=CC=CC=C3N=C2N. Cell line: CAKI-1. Synergy scores: CSS=-1.56, Synergy_ZIP=-0.868, Synergy_Bliss=-0.650, Synergy_Loewe=-4.33, Synergy_HSA=-2.75. (2) Drug 1: CC1=C(C=C(C=C1)C(=O)NC2=CC(=CC(=C2)C(F)(F)F)N3C=C(N=C3)C)NC4=NC=CC(=N4)C5=CN=CC=C5. Drug 2: CC(C)NC(=O)C1=CC=C(C=C1)CNNC.Cl. Cell line: IGROV1. Synergy scores: CSS=-5.25, Synergy_ZIP=1.48, Synergy_Bliss=-2.33, Synergy_Loewe=-2.62, Synergy_HSA=-5.63. (3) Drug 1: CN(CCCl)CCCl.Cl. Drug 2: CC1CCCC2(C(O2)CC(NC(=O)CC(C(C(=O)C(C1O)C)(C)C)O)C(=CC3=CSC(=N3)C)C)C. Cell line: DU-145. Synergy scores: CSS=48.8, Synergy_ZIP=-3.15, Synergy_Bliss=-6.86, Synergy_Loewe=-17.0, Synergy_HSA=-6.14. (4) Drug 1: COC1=CC(=CC(=C1O)OC)C2C3C(COC3=O)C(C4=CC5=C(C=C24)OCO5)OC6C(C(C7C(O6)COC(O7)C8=CC=CS8)O)O. Drug 2: CCCCCOC(=O)NC1=NC(=O)N(C=C1F)C2C(C(C(O2)C)O)O. Cell line: OVCAR-5. Synergy scores: CSS=18.9, Synergy_ZIP=-6.85, Synergy_Bliss=2.09, Synergy_Loewe=3.82, Synergy_HSA=3.37. (5) Drug 1: CN1CCC(CC1)COC2=C(C=C3C(=C2)N=CN=C3NC4=C(C=C(C=C4)Br)F)OC. Drug 2: CS(=O)(=O)OCCCCOS(=O)(=O)C. Cell line: HCT-15. Synergy scores: CSS=0.732, Synergy_ZIP=-3.47, Synergy_Bliss=-4.46, Synergy_Loewe=-19.4, Synergy_HSA=-8.30. (6) Drug 1: C1CC(=O)NC(=O)C1N2C(=O)C3=CC=CC=C3C2=O. Drug 2: C(CCl)NC(=O)N(CCCl)N=O. Cell line: LOX IMVI. Synergy scores: CSS=10.2, Synergy_ZIP=-4.52, Synergy_Bliss=-5.89, Synergy_Loewe=-7.32, Synergy_HSA=-5.26.